From a dataset of Experimentally validated miRNA-target interactions with 360,000+ pairs, plus equal number of negative samples. Binary Classification. Given a miRNA mature sequence and a target amino acid sequence, predict their likelihood of interaction. (1) The protein sequence of the target gene is MQLQASLSFLLILTLCLELRSELARDTIKDLLPNVCAFPMEKGPCQTYMTRWFFNFETGECELFAYGGCGGNSNNFLRKEKCEKFCKFT. The miRNA is hsa-miR-532-5p with sequence CAUGCCUUGAGUGUAGGACCGU. Result: 1 (interaction). (2) The miRNA is hsa-miR-4725-5p with sequence AGACCCUGCAGCCUUCCCACC. The protein sequence of the target gene is MTDPMMDFFDDANLFGETLEGLSDDAFVQPGPVSLVDELNLGAEFEPLHIDSLNHVQGTPTHQKMTDFEQLNQFDSIKFHHVNQSFGSPAEHVLSPHSQFNCSPIHPQNQPNGLFPDVSDGSPMWGHQTATTISNQNGSPFHQQGHSHSMHQNKSFVAHHDFALFQANEQQTQCTSLRSQQNRNNLNPGQNSLSQSKNFMNVSGPHRVNVNHPPQMTNASNSQQSISMQQFSQTSNPSAHFHKCSSHQEGNFNGPSPNMTSCSVSNSQQFSSHYSFSSNHISPNSLLQSSAVLASNHTNQ.... Result: 0 (no interaction). (3) The protein sequence of the target gene is MSHQERIASQRRTTAEVPMHRSTANQSKRSRSPFASTRRRWDDSESSGASLAVESEDYSRYPPREYRASGSRRGLAYGHIDTVVARDSEEEGAGPVDRLPVRGKAGKFKDDPEKGARSSRFTSVNHDAKEECGKVESPPAARCSARRAELSKQNGSSASQISSAEGRAAAKGNNSLERERQNLPARPSRAPVSICGGGENTPKSAEEPVVRPKVRNVATPNCMKPKVFFDTDDDDDVPHSTSRWRDAADAEEAHAEGLARRGRGEAASSSEPRYAEDQDARSEQAKADKVPRRRRTMADP.... Result: 0 (no interaction). The miRNA is hsa-miR-6803-5p with sequence CUGGGGGUGGGGGGCUGGGCGU. (4) The miRNA is cfa-miR-421 with sequence AUCAACAGACAUUAAUUGGGCG. The protein sequence of the target gene is MSGSSRRLLWAATCLAVLCVSAAQPNITTLAPNVTEVPTTTTKVVPTTQMPTVLPETCASFNSCVSCVNATFTNNITCFWLHCQEANKTYCANEPLSNCSQVNRTDLCSVIPPTTPVPTNSTAKPTTRPSSPTPTPSVVTSAGTTNTTLTPTSQPERKSTFDAASFIGGIVLVLGVQAVIFFLYKFCKSKERNYHTL. Result: 0 (no interaction). (5) The miRNA is mmu-miR-139-3p with sequence UGGAGACGCGGCCCUGUUGGAG. The protein sequence of the target gene is MSLDCTSHIALGAASPAPEETYDHLSEVPVTREQLNHYRNVAQNARSELAATLVKFECAQSELQDLRSKMLSKEVSCQELKAEMESYKENNARKSSLLTSLRDRVQELEEESAALSTSKIRTEITAHAAIKENQELKKKVVELNEKLQKCSKENEENKKQVSKNCRKHEEFLTQLRDCLDPDERNDKASDEDLILKLRDLRKENEFVKGQIVILEETINVHEMEAKASRETIMRLASEVNREQKKAASCTEEKEKLNQDLLSAVEAKEALEREVKIFQERLLAGQQVWDASKQEVSLLKK.... Result: 0 (no interaction). (6) The miRNA is hsa-miR-515-5p with sequence UUCUCCAAAAGAAAGCACUUUCUG. The protein sequence of the target gene is MARLTESEARRQQQQLLQPRPSPVGSSGPEPPGGQPDGMKDLDAIKLFVGQIPRHLDEKDLKPLFEQFGRIYELTVLKDPYTGMHKGCAFLTYCARDSAIKAQTALHEQKTLPGMARPIQVKPADSESRGGRDRKLFVGMLNKQQSEEDVLRLFQPFGVIDECTVLRGPDGSSKGCAFVKFSSHTEAQAAIHALHGSQTMPGASSSLVVKFADTDKERTLRRMQQMVGQLGILTPSLTLPFSPYSAYAQALMQQQTTVLSTSGSYLSPGVAFSPCHIQQIGAVSLNGLPATPIAPASGLH.... Result: 1 (interaction).